This data is from Full USPTO retrosynthesis dataset with 1.9M reactions from patents (1976-2016). The task is: Predict the reactants needed to synthesize the given product. (1) Given the product [Cl:1][C:2]1[CH:7]=[C:6]([OH:8])[CH:5]=[CH:4][C:3]=1[NH:9][C:10]([NH:22][CH:19]1[CH2:21][CH2:20]1)=[O:18], predict the reactants needed to synthesize it. The reactants are: [Cl:1][C:2]1[CH:7]=[C:6]([OH:8])[CH:5]=[CH:4][C:3]=1[NH:9][C:10](=[O:18])OC1C=CC=CC=1.[CH:19]1([NH2:22])[CH2:21][CH2:20]1.O.Cl. (2) Given the product [CH3:32][N:18]1[CH2:19][CH2:20][N:22]([C:23]2[CH:28]=[CH:27][CH:26]=[C:25]([N+:29]([O-:31])=[O:30])[CH:24]=2)[CH2:16][CH2:17]1, predict the reactants needed to synthesize it. The reactants are: N(C(OC(C)C)=O)=NC(OC(C)C)=O.O[CH2:16][CH2:17][N:18]([CH3:32])[CH2:19][C:20]([NH:22][C:23]1[CH:28]=[CH:27][CH:26]=[C:25]([N+:29]([O-:31])=[O:30])[CH:24]=1)=O.C(P(CCCC)CCCC)CCC.Cl.